This data is from Reaction yield outcomes from USPTO patents with 853,638 reactions. The task is: Predict the reaction yield, written as a fraction of the theoretical maximum amount of product (1.0 means a 100% yield; for example, 0.34 means a 34% yield). (1) The reactants are Cl[C:2]1[N:7]=[C:6]([CH3:8])[C:5]([C:9]([O:11][CH2:12][CH3:13])=[O:10])=[CH:4][N:3]=1.[CH3:14][N:15]1[CH:19]=[C:18](B2OC(C)(C)C(C)(C)O2)[CH:17]=[N:16]1.[O-]P([O-])([O-])=O.[K+].[K+].[K+].CC(=O)OCC. The catalyst is O1CCOCC1.O.C1C=CC(P(C2C=CC=CC=2)[C-]2C=CC=C2)=CC=1.C1C=CC(P(C2C=CC=CC=2)[C-]2C=CC=C2)=CC=1.Cl[Pd]Cl.[Fe+2]. The product is [CH3:8][C:6]1[C:5]([C:9]([O:11][CH2:12][CH3:13])=[O:10])=[CH:4][N:3]=[C:2]([C:18]2[CH:17]=[N:16][N:15]([CH3:14])[CH:19]=2)[N:7]=1. The yield is 0.320. (2) The yield is 0.350. The reactants are C(Cl)CCl.[Br:5][C:6]1[CH:7]=[C:8]([CH:12]=[CH:13][C:14]=1[CH2:15][OH:16])[C:9]([OH:11])=O.[F:17][C:18]([F:27])([F:26])[C:19]1[CH:20]=[C:21]([CH:23]=[CH:24][CH:25]=1)[NH2:22].C1C=NC2N(O)N=NC=2C=1. The catalyst is CN(C=O)C.O. The product is [Br:5][C:6]1[CH:7]=[C:8]([CH:12]=[CH:13][C:14]=1[CH2:15][OH:16])[C:9]([NH:22][C:21]1[CH:23]=[CH:24][CH:25]=[C:19]([C:18]([F:17])([F:26])[F:27])[CH:20]=1)=[O:11]. (3) The reactants are [CH2:1]([N:8]1[CH2:13][CH2:12][CH:11]([N:14]2[CH:18]=[CH:17][C:16]([C:19]3[CH:24]=[CH:23][C:22]([F:25])=[CH:21][CH:20]=3)=[C:15]2[C:26]2[CH:31]=[CH:30][N:29]=[C:28](S(C)(=O)=O)[N:27]=2)[CH2:10][CH2:9]1)[C:2]1[CH:7]=[CH:6][CH:5]=[CH:4][CH:3]=1.[CH3:36][NH2:37]. The catalyst is O1CCCC1. The product is [CH2:1]([N:8]1[CH2:13][CH2:12][CH:11]([N:14]2[CH:18]=[CH:17][C:16]([C:19]3[CH:24]=[CH:23][C:22]([F:25])=[CH:21][CH:20]=3)=[C:15]2[C:26]2[CH:31]=[CH:30][N:29]=[C:28]([NH:37][CH3:36])[N:27]=2)[CH2:10][CH2:9]1)[C:2]1[CH:7]=[CH:6][CH:5]=[CH:4][CH:3]=1. The yield is 0.240. (4) The reactants are [N+:1]([C:4]1[CH:9]=[CH:8][C:7]([C:10](=[O:12])[CH3:11])=[CH:6][CH:5]=1)([O-:3])=[O:2].[N:13]1[CH:18]=[CH:17][C:16]([CH:19]=O)=[CH:15][CH:14]=1.[OH-].[Na+]. The catalyst is O.O.C(O)C. The product is [N+:1]([C:4]1[CH:5]=[CH:6][C:7]([C:10](=[O:12])/[CH:11]=[CH:19]/[C:16]2[CH:17]=[CH:18][N:13]=[CH:14][CH:15]=2)=[CH:8][CH:9]=1)([O-:3])=[O:2]. The yield is 0.250. (5) The reactants are [F:1][C:2]1([F:32])[C:8]([CH3:10])([CH3:9])[O:7][CH2:6][C:5](=O)[NH:4][C@@:3]1([C:13]1[CH:18]=[C:17]([C:19]2[CH:20]=[N:21][N:22]([C:24]3[CH:29]=[CH:28][C:27]([F:30])=[CH:26][CH:25]=3)[CH:23]=2)[CH:16]=[CH:15][C:14]=1[F:31])[CH3:12].COC1C=CC(P2(SP(C3C=CC(OC)=CC=3)(=S)S2)=[S:42])=CC=1. The catalyst is O1CCOCC1. The product is [F:1][C:2]1([F:32])[C:8]([CH3:10])([CH3:9])[O:7][CH2:6][C:5](=[S:42])[NH:4][C@@:3]1([C:13]1[CH:18]=[C:17]([C:19]2[CH:20]=[N:21][N:22]([C:24]3[CH:29]=[CH:28][C:27]([F:30])=[CH:26][CH:25]=3)[CH:23]=2)[CH:16]=[CH:15][C:14]=1[F:31])[CH3:12]. The yield is 0.760.